Dataset: Full USPTO retrosynthesis dataset with 1.9M reactions from patents (1976-2016). Task: Predict the reactants needed to synthesize the given product. (1) Given the product [CH3:29][C@H:20]1[CH2:19][N:15]2[C:16](=[O:18])[N:17]=[C:12]([O:1][CH2:2][C:3]3[CH:4]=[C:5]([CH:8]=[CH:9][CH:10]=3)[C:6]#[N:7])[CH:13]=[C:14]2[NH:21]1, predict the reactants needed to synthesize it. The reactants are: [OH:1][CH2:2][C:3]1[CH:4]=[C:5]([CH:8]=[CH:9][CH:10]=1)[C:6]#[N:7].Cl[C:12]1[CH:13]=[C:14]2[N:21](C(OC(C)(C)C)=O)[C@@H:20]([CH3:29])[CH2:19][N:15]2[C:16](=[O:18])[N:17]=1. (2) Given the product [CH3:1][C:2]1[CH:9]=[C:8]([CH2:11][CH2:12][CH2:13][CH3:14])[CH:7]=[CH:6][C:3]=1[CH:4]=[O:5], predict the reactants needed to synthesize it. The reactants are: [CH3:1][C:2]1[CH:9]=[C:8](Br)[CH:7]=[CH:6][C:3]=1[CH:4]=[O:5].[CH2:11]([B-](F)(F)F)[CH2:12][CH2:13][CH3:14].[K+]. (3) Given the product [C:1]([O:9][C@H:10]1[C@H:14]([CH2:15][O:16][C:17](=[O:24])[C:18]2[CH:23]=[CH:22][CH:21]=[CH:20][CH:19]=2)[O:13][C@H:12]([N:25]2[CH:32]=[CH:31][C:29](=[O:30])[NH:28][C:26]2=[O:27])[CH2:11]1)(=[O:8])[C:2]1[CH:3]=[CH:4][CH:5]=[CH:6][CH:7]=1, predict the reactants needed to synthesize it. The reactants are: [C:1]([O:9][C@H:10]1[C@H:14]([CH2:15][O:16][C:17](=[O:24])[C:18]2[CH:23]=[CH:22][CH:21]=[CH:20][CH:19]=2)[O:13][C@H:12]([N:25]2[CH:32]=[CH:31][C:29](=[O:30])[NH:28][C:26]2=[O:27])[C@@H:11]1O)(=[O:8])[C:2]1[CH:7]=[CH:6][CH:5]=[CH:4][CH:3]=1.O(C(Cl)=S)C1C=CC=CC=1. (4) Given the product [Cl:1][C:2]1[CH:7]=[C:6]([OH:24])[CH:5]=[N:4][C:3]=1[O:17][C@H:18]([CH3:23])[C:19]([F:22])([F:21])[F:20], predict the reactants needed to synthesize it. The reactants are: [Cl:1][C:2]1[C:3]([O:17][C@H:18]([CH3:23])[C:19]([F:22])([F:21])[F:20])=[N:4][CH:5]=[C:6](B2OC(C)(C)C(C)(C)O2)[CH:7]=1.[OH:24]OS([O-])=O.[K+]. (5) Given the product [CH3:29][O:15][C:14](=[O:16])[CH2:13][CH2:12][CH2:11]/[CH:10]=[CH:9]\[CH2:8][C@H:4]1[C@@H:5]([OH:7])[CH2:6][C@@H:2]([OH:1])[C@@H:3]1/[CH:17]=[CH:18]/[C@@H:19]([OH:28])[CH2:20][CH2:21][C:22]1[CH:23]=[CH:24][CH:25]=[CH:26][CH:27]=1, predict the reactants needed to synthesize it. The reactants are: [OH:1][C@@H:2]1[CH2:6][C@H:5]([OH:7])[C@H:4]([CH2:8]/[CH:9]=[CH:10]\[CH2:11][CH2:12][CH2:13][C:14]([OH:16])=[O:15])[C@H:3]1/[CH:17]=[CH:18]/[C@@H:19]([OH:28])[CH2:20][CH2:21][C:22]1[CH:27]=[CH:26][CH:25]=[CH:24][CH:23]=1.[C:29](=O)([O-])[O-].[K+].[K+].IC. (6) Given the product [Br:50][C:47]1[CH:46]=[CH:45][C:44]([C@:39]2([C:40]([F:41])([F:42])[F:43])[C:38]#[C:37][CH2:36][CH2:35][CH2:34][C@@H:33]([CH2:61][OH:62])[NH:32][C:58](=[O:59])[C@H:52]([CH2:53][C:54]([F:57])([CH3:55])[CH3:56])[NH:51]2)=[CH:49][CH:48]=1, predict the reactants needed to synthesize it. The reactants are: CN(C(ON1N=NC2C=CC=NC1=2)=[N+](C)C)C.F[P-](F)(F)(F)(F)F.C(N(CC)CC)C.[NH2:32][C@H:33]([CH2:61][OH:62])[CH2:34][CH2:35][CH2:36][C:37]#[C:38][C@:39]([NH:51][C@H:52]([C:58](O)=[O:59])[CH2:53][C:54]([F:57])([CH3:56])[CH3:55])([C:44]1[CH:49]=[CH:48][C:47]([Br:50])=[CH:46][CH:45]=1)[C:40]([F:43])([F:42])[F:41]. (7) Given the product [Br:1][C:2]1[CH:10]=[CH:9][CH:8]=[C:7]2[C:3]=1[C:4](=[O:12])[NH:13][C:5](=[O:11])[NH:6]2, predict the reactants needed to synthesize it. The reactants are: [Br:1][C:2]1[CH:10]=[CH:9][CH:8]=[C:7]2[C:3]=1[C:4](=[O:12])[C:5](=[O:11])[NH:6]2.[NH2:13]C1C=CC=C(Br)C=1C(N)=O.[N-]=C=O.[Na+]. (8) Given the product [Cl:1][C:2]1[C:11]2[C:6](=[CH:7][CH:8]=[CH:9][C:10]=2[Cl:12])[CH:5]=[C:4]([C@@H:13]([NH:15][C:16]2[N:24]=[CH:23][N:22]=[C:21]3[C:17]=2[N:18]=[CH:19][N:20]3[C:32]([O:34][C:35]([CH3:38])([CH3:37])[CH3:36])=[O:33])[CH3:14])[N:3]=1, predict the reactants needed to synthesize it. The reactants are: [Cl:1][C:2]1[C:11]2[C:6](=[CH:7][CH:8]=[CH:9][C:10]=2[Cl:12])[CH:5]=[C:4]([C@@H:13]([NH:15][C:16]2[N:24]=[CH:23][N:22]=[C:21]3[C:17]=2[N:18]=[CH:19][NH:20]3)[CH3:14])[N:3]=1.C(N(CC)CC)C.[C:32](O[C:32]([O:34][C:35]([CH3:38])([CH3:37])[CH3:36])=[O:33])([O:34][C:35]([CH3:38])([CH3:37])[CH3:36])=[O:33]. (9) Given the product [C:22]([O:21][C:19]([C:18]1[C:17]([OH:16])=[C:29]([C:30]([F:31])([F:32])[F:33])[CH:28]=[CH:27][C:26]=1[CH2:34][O:35][C:36]1[CH:41]=[CH:40][C:39]([C:2]2[CH:7]=[CH:6][C:5]([CH:8]([O:13][CH2:14][CH3:15])[C:9]([OH:11])=[O:10])=[CH:4][CH:3]=2)=[CH:38][CH:37]=1)=[O:20])([CH3:25])([CH3:23])[CH3:24], predict the reactants needed to synthesize it. The reactants are: Br[C:2]1[CH:7]=[CH:6][C:5]([CH:8]([O:13][CH2:14][CH3:15])[C:9]([O:11]C)=[O:10])=[CH:4][CH:3]=1.[OH:16][C:17]1[C:29]([C:30]([F:33])([F:32])[F:31])=[CH:28][CH:27]=[C:26]([CH2:34][O:35][C:36]2[CH:41]=[CH:40][C:39](B3OC(C)(C)C(C)(C)O3)=[CH:38][CH:37]=2)[C:18]=1[C:19]([O:21][C:22]([CH3:25])([CH3:24])[CH3:23])=[O:20]. (10) Given the product [CH2:1]([NH:9][C:13](=[O:14])[CH2:12][CH2:11][CH2:10][OH:15])[CH2:2][CH2:3][CH2:4][CH2:5][CH2:6][CH2:7][CH3:8], predict the reactants needed to synthesize it. The reactants are: [CH2:1]([NH2:9])[CH2:2][CH2:3][CH2:4][CH2:5][CH2:6][CH2:7][CH3:8].[C:10]1(=[O:15])[O:14][CH2:13][CH2:12][CH2:11]1.